Predict which catalyst facilitates the given reaction. From a dataset of Catalyst prediction with 721,799 reactions and 888 catalyst types from USPTO. (1) Reactant: [CH:1]1([C:4]2[CH:11]=[C:10]([CH3:12])[C:7]([C:8]#[N:9])=[C:6]([OH:13])[N:5]=2)[CH2:3][CH2:2]1.C1C(=O)N([Br:21])C(=O)C1.O. Product: [Br:21][C:11]1[C:4]([CH:1]2[CH2:2][CH2:3]2)=[N:5][C:6]([OH:13])=[C:7]([C:10]=1[CH3:12])[C:8]#[N:9]. The catalyst class is: 26. (2) Reactant: [OH:1][C@H:2]([CH2:6][CH3:7])[C:3]([NH2:5])=[O:4].C(N(CC)CC)C.[CH3:15][S:16](Cl)(=[O:18])=[O:17]. Product: [C:3]([C@H:2]([O:1][S:16]([CH3:15])(=[O:18])=[O:17])[CH2:6][CH3:7])(=[O:4])[NH2:5]. The catalyst class is: 7. (3) Reactant: [C:1]([C:5]1[CH:11]=[CH:10][CH:9]=[CH:8][C:6]=1[NH2:7])([CH3:4])([CH3:3])[CH3:2].[O:12]1[C:16](=[O:17])[CH2:15][CH2:14][C:13]1=[O:18]. Product: [C:1]([C:5]1[CH:11]=[CH:10][CH:9]=[CH:8][C:6]=1[NH:7][C:16](=[O:17])[CH2:15][CH2:14][C:13]([OH:18])=[O:12])([CH3:4])([CH3:2])[CH3:3]. The catalyst class is: 11.